Dataset: Forward reaction prediction with 1.9M reactions from USPTO patents (1976-2016). Task: Predict the product of the given reaction. (1) Given the reactants [ClH:1].Cl.[CH3:3][N:4]1[CH2:9][CH2:8][N:7]([CH2:10][C:11]2[CH:19]=[CH:18][C:14]([C:15](O)=[O:16])=[CH:13][CH:12]=2)[CH2:6][CH2:5]1.S(Cl)([Cl:22])=O.CN(C)C=O, predict the reaction product. The product is: [ClH:22].[ClH:1].[CH3:3][N:4]1[CH2:9][CH2:8][N:7]([CH2:10][C:11]2[CH:19]=[CH:18][C:14]([C:15]([Cl:22])=[O:16])=[CH:13][CH:12]=2)[CH2:6][CH2:5]1. (2) The product is: [ClH:49].[S:23]1[C:31]2[CH:30]=[C:29]([CH2:32][NH:1][CH:2]3[CH2:7][CH2:6][N:5]([CH2:8][C@@H:9]4[N:19]5[C:20]6[N:11]([C:12](=[O:22])[CH:13]=[CH:14][C:15]=6[N:16]=[CH:17][C:18]5=[O:21])[CH2:10]4)[CH2:4][CH2:3]3)[N:28]=[CH:27][C:26]=2[O:25][CH2:24]1. Given the reactants [NH2:1][CH:2]1[CH2:7][CH2:6][N:5]([CH2:8][C@@H:9]2[N:19]3[C:20]4[N:11]([C:12](=[O:22])[CH:13]=[CH:14][C:15]=4[N:16]=[CH:17][C:18]3=[O:21])[CH2:10]2)[CH2:4][CH2:3]1.[S:23]1[C:31]2[CH:30]=[C:29]([CH:32]=O)[N:28]=[CH:27][C:26]=2[O:25][CH2:24]1.C(O[BH-](OC(=O)C)OC(=O)C)(=O)C.[Na+].C(Cl)(Cl)[Cl:49].CO, predict the reaction product. (3) Given the reactants [H-].[Al+3].[Li+].[H-].[H-].[H-].C([O:9][C:10](=O)[C:11]1[CH:16]=[CH:15][C:14]([C:17]2[NH:34][C:20]3[N:21]=[CH:22][N:23]=[C:24]([NH:25][C@@H:26]([C:28]4[CH:33]=[CH:32][CH:31]=[CH:30][CH:29]=4)[CH3:27])[C:19]=3[CH:18]=2)=[CH:13][CH:12]=1)C.O.[OH-].[Na+], predict the reaction product. The product is: [C:28]1([C@H:26]([NH:25][C:24]2[C:19]3[CH:18]=[C:17]([C:14]4[CH:13]=[CH:12][C:11]([CH2:10][OH:9])=[CH:16][CH:15]=4)[NH:34][C:20]=3[N:21]=[CH:22][N:23]=2)[CH3:27])[CH:29]=[CH:30][CH:31]=[CH:32][CH:33]=1.